This data is from Full USPTO retrosynthesis dataset with 1.9M reactions from patents (1976-2016). The task is: Predict the reactants needed to synthesize the given product. (1) Given the product [CH3:13][O:12][C:8](=[C:2]1[C:3](=[O:6])[CH:4]=[CH:5][C:1]1=[O:7])[CH2:9][CH3:10], predict the reactants needed to synthesize it. The reactants are: [C:1]1(=[O:7])[CH:5]=[CH:4][C:3](=[O:6])[CH2:2]1.[C:8]([O-])([O-])([O:12][CH2:13]C)[CH2:9][CH2:10]C. (2) Given the product [CH3:13][S:10]([C:7]1[CH:6]=[C:3]2[C:2](=[CH:9][CH:8]=1)[O:1][CH2:16][C:15]([C:14]([O:18][CH2:19][C:20]1[CH:25]=[CH:24][CH:23]=[CH:22][CH:21]=1)=[O:17])=[CH:4]2)(=[O:12])=[O:11], predict the reactants needed to synthesize it. The reactants are: [OH:1][C:2]1[CH:9]=[CH:8][C:7]([S:10]([CH3:13])(=[O:12])=[O:11])=[CH:6][C:3]=1[CH:4]=O.[C:14]([O:18][CH2:19][C:20]1[CH:25]=[CH:24][CH:23]=[CH:22][CH:21]=1)(=[O:17])[CH:15]=[CH2:16].C1N2CCN(CC2)C1.CCOC(C)=O. (3) Given the product [Cl:21][CH2:17][CH2:16][C:13]1[CH:14]=[CH:15][C:10]([O:9][CH2:8][CH2:7][N:1]2[CH2:6][CH2:5][CH2:4][CH2:3][CH2:2]2)=[CH:11][CH:12]=1, predict the reactants needed to synthesize it. The reactants are: [N:1]1([CH2:7][CH2:8][O:9][C:10]2[CH:15]=[CH:14][C:13]([CH2:16][CH2:17]O)=[CH:12][CH:11]=2)[CH2:6][CH2:5][CH2:4][CH2:3][CH2:2]1.S(Cl)([Cl:21])=O. (4) Given the product [ClH:33].[C:31]([C:21]1[CH:20]=[C:19]([CH2:18][O:17][C:13]2[CH:12]=[C:11]3[C:16](=[CH:15][CH:14]=2)[NH:8][CH2:9][CH2:10]3)[CH:24]=[CH:23][C:22]=1[CH:25]1[CH2:30][CH2:29][CH2:28][CH2:27][CH2:26]1)#[N:32], predict the reactants needed to synthesize it. The reactants are: C(OC([N:8]1[C:16]2[C:11](=[CH:12][C:13]([O:17][CH2:18][C:19]3[CH:24]=[CH:23][C:22]([CH:25]4[CH2:30][CH2:29][CH2:28][CH2:27][CH2:26]4)=[C:21]([C:31]#[N:32])[CH:20]=3)=[CH:14][CH:15]=2)[CH2:10][CH2:9]1)=O)(C)(C)C.[ClH:33].O1CCOCC1. (5) Given the product [OH:14][C:13]1[N:12]([C:15]2[CH:23]=[CH:22][C:18]([C:19]([N:27]3[CH2:30][CH:29]([N:31]4[CH2:36][CH2:35][CH2:34][CH2:33][CH2:32]4)[CH2:28]3)=[O:21])=[CH:17][N:16]=2)[N:11]=[CH:10][C:9]=1[C:6]1[CH:7]=[CH:8][C:3]([C:1]#[N:2])=[CH:4][C:5]=1[CH3:24], predict the reactants needed to synthesize it. The reactants are: [C:1]([C:3]1[CH:8]=[CH:7][C:6]([C:9]2[CH:10]=[N:11][N:12]([C:15]3[CH:23]=[CH:22][C:18]([C:19]([OH:21])=O)=[CH:17][N:16]=3)[C:13]=2[OH:14])=[C:5]([CH3:24])[CH:4]=1)#[N:2].Cl.Cl.[NH:27]1[CH2:30][CH:29]([N:31]2[CH2:36][CH2:35][CH2:34][CH2:33][CH2:32]2)[CH2:28]1.